Dataset: NCI-60 drug combinations with 297,098 pairs across 59 cell lines. Task: Regression. Given two drug SMILES strings and cell line genomic features, predict the synergy score measuring deviation from expected non-interaction effect. (1) Drug 1: C1=CN(C(=O)N=C1N)C2C(C(C(O2)CO)O)O.Cl. Drug 2: COC1=NC(=NC2=C1N=CN2C3C(C(C(O3)CO)O)O)N. Cell line: HOP-92. Synergy scores: CSS=16.1, Synergy_ZIP=-5.68, Synergy_Bliss=0.547, Synergy_Loewe=-13.3, Synergy_HSA=-0.134. (2) Drug 1: CN(C)C1=NC(=NC(=N1)N(C)C)N(C)C. Drug 2: CC(C)CN1C=NC2=C1C3=CC=CC=C3N=C2N. Cell line: BT-549. Synergy scores: CSS=-8.47, Synergy_ZIP=3.25, Synergy_Bliss=2.05, Synergy_Loewe=-3.79, Synergy_HSA=-3.73. (3) Drug 1: CCC1=CC2CC(C3=C(CN(C2)C1)C4=CC=CC=C4N3)(C5=C(C=C6C(=C5)C78CCN9C7C(C=CC9)(C(C(C8N6C)(C(=O)OC)O)OC(=O)C)CC)OC)C(=O)OC.C(C(C(=O)O)O)(C(=O)O)O. Drug 2: CCC1(CC2CC(C3=C(CCN(C2)C1)C4=CC=CC=C4N3)(C5=C(C=C6C(=C5)C78CCN9C7C(C=CC9)(C(C(C8N6C)(C(=O)OC)O)OC(=O)C)CC)OC)C(=O)OC)O.OS(=O)(=O)O. Cell line: 786-0. Synergy scores: CSS=33.8, Synergy_ZIP=-7.54, Synergy_Bliss=-2.63, Synergy_Loewe=-7.04, Synergy_HSA=-0.296. (4) Drug 1: C1C(C(OC1N2C=NC3=C(N=C(N=C32)Cl)N)CO)O. Drug 2: COC1=C2C(=CC3=C1OC=C3)C=CC(=O)O2. Cell line: NCI/ADR-RES. Synergy scores: CSS=57.0, Synergy_ZIP=-0.761, Synergy_Bliss=-2.45, Synergy_Loewe=-36.2, Synergy_HSA=-3.72.